From a dataset of NCI-60 drug combinations with 297,098 pairs across 59 cell lines. Regression. Given two drug SMILES strings and cell line genomic features, predict the synergy score measuring deviation from expected non-interaction effect. (1) Drug 1: CCC(=C(C1=CC=CC=C1)C2=CC=C(C=C2)OCCN(C)C)C3=CC=CC=C3.C(C(=O)O)C(CC(=O)O)(C(=O)O)O. Drug 2: CC(C)NC(=O)C1=CC=C(C=C1)CNNC.Cl. Cell line: CCRF-CEM. Synergy scores: CSS=2.68, Synergy_ZIP=0.496, Synergy_Bliss=2.73, Synergy_Loewe=1.89, Synergy_HSA=0.728. (2) Cell line: HS 578T. Drug 2: CCC1(CC2CC(C3=C(CCN(C2)C1)C4=CC=CC=C4N3)(C5=C(C=C6C(=C5)C78CCN9C7C(C=CC9)(C(C(C8N6C)(C(=O)OC)O)OC(=O)C)CC)OC)C(=O)OC)O.OS(=O)(=O)O. Synergy scores: CSS=1.41, Synergy_ZIP=-0.355, Synergy_Bliss=-1.36, Synergy_Loewe=-0.814, Synergy_HSA=-1.71. Drug 1: CC1=C(C=C(C=C1)NC(=O)C2=CC=C(C=C2)CN3CCN(CC3)C)NC4=NC=CC(=N4)C5=CN=CC=C5. (3) Drug 1: CC(C1=C(C=CC(=C1Cl)F)Cl)OC2=C(N=CC(=C2)C3=CN(N=C3)C4CCNCC4)N. Drug 2: CC1=C(C=C(C=C1)NC(=O)C2=CC=C(C=C2)CN3CCN(CC3)C)NC4=NC=CC(=N4)C5=CN=CC=C5. Cell line: RXF 393. Synergy scores: CSS=-0.939, Synergy_ZIP=-1.25, Synergy_Bliss=-12.4, Synergy_Loewe=-12.4, Synergy_HSA=-12.4.